From a dataset of Full USPTO retrosynthesis dataset with 1.9M reactions from patents (1976-2016). Predict the reactants needed to synthesize the given product. (1) Given the product [N:22]1[CH:27]=[CH:26][CH:25]=[CH:24][C:23]=1[C:28]1[CH:36]=[CH:35][CH:34]=[C:33]2[C:29]=1[CH2:30][C:31](=[O:37])[NH:32]2, predict the reactants needed to synthesize it. The reactants are: [Br-].[Br-].[Br-].[NH+]1C=CC=CC=1.[NH+]1C=CC=CC=1.[NH+]1C=CC=CC=1.[N:22]1[CH:27]=[CH:26][CH:25]=[CH:24][C:23]=1[C:28]1[CH:36]=[CH:35][CH:34]=[C:33]2[C:29]=1[CH:30]=[CH:31][NH:32]2.[OH2:37]. (2) Given the product [F:1][C:2]1[CH:3]=[CH:4][C:5]2[N:9]=[C:8]([C:10]3[O:11][C:12]([CH3:15])=[CH:13][CH:14]=3)[N:7]([C:16]3[C:24]4[O:23][CH2:22][C@@H:21]([NH:25][C:26]5[CH:38]=[CH:37][C:29]6[C@H:30]([CH2:33][C:34]([O-:36])=[O:35])[CH2:31][O:32][C:28]=6[CH:27]=5)[C:20]=4[CH:19]=[CH:18][CH:17]=3)[C:6]=2[CH:39]=1.[Na+:41], predict the reactants needed to synthesize it. The reactants are: [F:1][C:2]1[CH:3]=[CH:4][C:5]2[N:9]=[C:8]([C:10]3[O:11][C:12]([CH3:15])=[CH:13][CH:14]=3)[N:7]([C:16]3[C:24]4[O:23][CH2:22][C@@H:21]([NH:25][C:26]5[CH:38]=[CH:37][C:29]6[C@H:30]([CH2:33][C:34]([OH:36])=[O:35])[CH2:31][O:32][C:28]=6[CH:27]=5)[C:20]=4[CH:19]=[CH:18][CH:17]=3)[C:6]=2[CH:39]=1.[OH-].[Na+:41].C(#N)C. (3) Given the product [CH3:3][C:2]([C@@H:4]1[CH2:5][CH:6]=[C:7]([CH2:10][OH:11])[CH2:8][CH2:9]1)=[CH2:1], predict the reactants needed to synthesize it. The reactants are: [CH3:1][C:2]([C@H:4]1[CH2:9][CH:8]=[C:7]([CH2:10][OH:11])[CH2:6][CH2:5]1)=[CH2:3].CC([C@@H]1CC=C(C(O)=O)CC1)=C.CCCCCCCC.